The task is: Predict which catalyst facilitates the given reaction.. This data is from Catalyst prediction with 721,799 reactions and 888 catalyst types from USPTO. (1) Reactant: Cl[C:2]1[CH:11]=[CH:10][C:9]2[C:4](=[C:5]([C:12]3[CH:17]=[CH:16][C:15]([C:18]4[CH:19]=[N:20][N:21]([CH3:23])[CH:22]=4)=[CH:14][CH:13]=3)[CH:6]=[N:7][CH:8]=2)[N:3]=1.[CH3:24][N:25]1[CH:29]=[CH:28][N:27]=[C:26]1[Sn](CCCC)(CCCC)CCCC. Product: [CH3:24][N:25]1[CH:29]=[CH:28][N:27]=[C:26]1[C:2]1[CH:11]=[CH:10][C:9]2[C:4](=[C:5]([C:12]3[CH:17]=[CH:16][C:15]([C:18]4[CH:19]=[N:20][N:21]([CH3:23])[CH:22]=4)=[CH:14][CH:13]=3)[CH:6]=[N:7][CH:8]=2)[N:3]=1. The catalyst class is: 203. (2) Reactant: Cl.CO[CH:4]1[CH2:8][CH2:7][CH:6](OC)[O:5]1.[CH2:11]([NH2:18])[C:12]1[CH:17]=[CH:16][CH:15]=[CH:14][CH:13]=1.O=[C:20]([CH2:25]C(O)=O)[CH2:21]C(O)=O.C([O-])(=O)C.[Na+].[OH-].[Na+]. Product: [CH2:11]([N:18]1[CH:7]2[CH2:6][CH2:25][CH:20]1[CH2:21][C:4](=[O:5])[CH2:8]2)[C:12]1[CH:17]=[CH:16][CH:15]=[CH:14][CH:13]=1. The catalyst class is: 6. (3) Reactant: BrC1C=CC([C@@H]([N:10]([CH2:15][CH2:16][C:17]([OH:28])([C:22]2[CH:27]=[CH:26][CH:25]=[CH:24][CH:23]=2)[CH2:18][C:19]([CH3:21])=[CH2:20])[C:11](=[O:14])OC)C)=CC=1.[H-].[Na+]. Product: [CH3:21][C:19](=[CH2:20])[CH2:18][C:17]1([C:22]2[CH:23]=[CH:24][CH:25]=[CH:26][CH:27]=2)[O:28][C:11](=[O:14])[NH:10][CH2:15][CH2:16]1. The catalyst class is: 1. (4) Reactant: C(OC([N:8]([CH2:15][CH3:16])[C@@H:9]([CH3:14])[C:10]([O:12][CH3:13])=[O:11])=O)(C)(C)C.C(O)(C(F)(F)F)=O. Product: [CH2:15]([NH:8][C@@H:9]([CH3:14])[C:10]([O:12][CH3:13])=[O:11])[CH3:16]. The catalyst class is: 4.